From a dataset of Forward reaction prediction with 1.9M reactions from USPTO patents (1976-2016). Predict the product of the given reaction. Given the reactants [CH2:1]([S:3][C:4]1[CH:9]=[C:8]([F:10])[CH:7]=[CH:6][C:5]=1[C:11]1[N:23]([CH3:24])[C:14]2=[N:15][CH:16]=[C:17]([C:19]([F:22])([F:21])[F:20])[CH:18]=[C:13]2[N:12]=1)[CH3:2].ClC1C=CC=C(C(OO)=[O:33])C=1.C(=O)([O-])O.[Na+].S([O-])([O-])(=O)=S.[Na+].[Na+], predict the reaction product. The product is: [CH2:1]([S:3]([C:4]1[CH:9]=[C:8]([F:10])[CH:7]=[CH:6][C:5]=1[C:11]1[N:23]([CH3:24])[C:14]2=[N:15][CH:16]=[C:17]([C:19]([F:22])([F:20])[F:21])[CH:18]=[C:13]2[N:12]=1)=[O:33])[CH3:2].